From a dataset of Catalyst prediction with 721,799 reactions and 888 catalyst types from USPTO. Predict which catalyst facilitates the given reaction. Reactant: [Si]([O:8][C@H:9]1[CH2:13][N:12](C(OC(C)(C)C)=O)[C@H:11]([CH2:21][O:22][C:23]2[CH:32]=[C:31]([O:33][CH3:34])[CH:30]=[C:29]3[C:24]=2[C:25]([NH:35][C:36]2[CH:41]=[CH:40][C:39]([F:42])=[C:38]([Cl:43])[CH:37]=2)=[N:26][CH:27]=[N:28]3)[CH2:10]1)(C(C)(C)C)(C)C.C(#N)C. Product: [Cl:43][C:38]1[CH:37]=[C:36]([CH:41]=[CH:40][C:39]=1[F:42])[NH:35][C:25]1[C:24]2[C:29](=[CH:30][C:31]([O:33][CH3:34])=[CH:32][C:23]=2[O:22][CH2:21][C@H:11]2[NH:12][CH2:13][C@H:9]([OH:8])[CH2:10]2)[N:28]=[CH:27][N:26]=1. The catalyst class is: 55.